This data is from Forward reaction prediction with 1.9M reactions from USPTO patents (1976-2016). The task is: Predict the product of the given reaction. (1) Given the reactants C(O)(=O)CCC(O)=O.[Cl:9][C:10]1[CH:20]=[CH:19][C:13]2[CH2:14][CH2:15][NH:16][CH2:17][CH2:18][C:12]=2[C:11]=1[S:21][CH:22]([C:24]1[CH:29]=[CH:28][CH:27]=[CH:26][C:25]=1[C:30]#[N:31])[CH3:23].N1C=CC=CC=1.[C:38]([O:42][C:43](O[C:43]([O:42][C:38]([CH3:41])([CH3:40])[CH3:39])=[O:44])=[O:44])([CH3:41])([CH3:40])[CH3:39], predict the reaction product. The product is: [C:38]([O:42][C:43]([N:16]1[CH2:17][CH2:18][C:12]2[C:11]([S:21][CH:22]([C:24]3[CH:29]=[CH:28][CH:27]=[CH:26][C:25]=3[C:30]#[N:31])[CH3:23])=[C:10]([Cl:9])[CH:20]=[CH:19][C:13]=2[CH2:14][CH2:15]1)=[O:44])([CH3:41])([CH3:40])[CH3:39]. (2) Given the reactants [CH:1]1[CH:20]=[CH:19][C:17](=[O:18])/[C:3](=[CH:4]\[NH:5][CH2:6][CH2:7][NH:8]/[CH:9]=[C:10]2\[C:11]([CH:13]=[CH:14][CH:15]=[CH:16]\2)=[O:12])/[CH:2]=1.O, predict the reaction product. The product is: [CH:4](=[N:5][CH2:6][CH2:7][N:8]=[CH:9][C:10]1[C:11](=[CH:13][CH:14]=[CH:15][CH:16]=1)[OH:12])[C:3]1[C:17](=[CH:19][CH:20]=[CH:1][CH:2]=1)[OH:18]. (3) Given the reactants [F:1][C:2]([F:16])([F:15])[C:3]1[CH:4]=[C:5]([CH:8]=[C:9]([C:11]([F:14])([F:13])[F:12])[CH:10]=1)[CH:6]=O.[CH3:17][C:18]1[O:22][N:21]=[C:20]([NH2:23])[CH:19]=1.[BH4-].[Na+], predict the reaction product. The product is: [F:1][C:2]([F:16])([F:15])[C:3]1[CH:4]=[C:5]([CH:8]=[C:9]([C:11]([F:14])([F:13])[F:12])[CH:10]=1)[CH2:6][NH:23][C:20]1[CH:19]=[C:18]([CH3:17])[O:22][N:21]=1. (4) Given the reactants [F:1][C:2]1[CH:7]=[CH:6][C:5]([O:8][CH3:9])=[CH:4][CH:3]=1.[S:10]([Cl:14])(=O)(=[O:12])[OH:11], predict the reaction product. The product is: [F:1][C:2]1[CH:7]=[CH:6][C:5]([O:8][CH3:9])=[C:4]([S:10]([Cl:14])(=[O:12])=[O:11])[CH:3]=1.